Dataset: Catalyst prediction with 721,799 reactions and 888 catalyst types from USPTO. Task: Predict which catalyst facilitates the given reaction. (1) Reactant: [H-].[Na+].[CH:3]1([CH2:9][N:10]2[C:18]3[C:13](=[CH:14][CH:15]=[CH:16][C:17]=3[OH:19])[C:12]([C:20]([N:22]3[CH2:27][CH2:26][N:25]([CH2:28][CH3:29])[CH2:24][CH2:23]3)=[O:21])=[CH:11]2)[CH2:8][CH2:7][CH2:6][CH2:5][CH2:4]1.Br[CH2:31][CH2:32][F:33]. Product: [CH:3]1([CH2:9][N:10]2[C:18]3[C:13](=[CH:14][CH:15]=[CH:16][C:17]=3[O:19][CH2:31][CH2:32][F:33])[C:12]([C:20]([N:22]3[CH2:23][CH2:24][N:25]([CH2:28][CH3:29])[CH2:26][CH2:27]3)=[O:21])=[CH:11]2)[CH2:8][CH2:7][CH2:6][CH2:5][CH2:4]1. The catalyst class is: 9. (2) Reactant: [C:1]([O:5][C:6]([N:8]1[C@@H:12]([CH2:13][NH:14][CH2:15][CH3:16])[CH2:11][O:10][C:9]1([CH3:18])[CH3:17])=[O:7])([CH3:4])([CH3:3])[CH3:2].Cl[C:20]1[CH:25]=[CH:24][N:23]=[C:22]([C:26]([F:29])([F:28])[F:27])[N:21]=1.C(N(CC)C(C)C)(C)C.C(OCC)(=O)C. Product: [C:1]([O:5][C:6]([N:8]1[C@@H:12]([CH2:13][N:14]([CH2:15][CH3:16])[C:20]2[CH:25]=[CH:24][N:23]=[C:22]([C:26]([F:29])([F:28])[F:27])[N:21]=2)[CH2:11][O:10][C:9]1([CH3:17])[CH3:18])=[O:7])([CH3:4])([CH3:3])[CH3:2]. The catalyst class is: 32. (3) Reactant: [Br:1][C:2]1[N:7]=[C:6]([NH2:8])[C:5]([O:9][CH3:10])=[CH:4][CH:3]=1.[Cl:11]N1C(=O)CCC1=O. Product: [Br:1][C:2]1[N:7]=[C:6]([NH2:8])[C:5]([O:9][CH3:10])=[CH:4][C:3]=1[Cl:11]. The catalyst class is: 52.